From a dataset of Catalyst prediction with 721,799 reactions and 888 catalyst types from USPTO. Predict which catalyst facilitates the given reaction. (1) Reactant: [N:1]([CH:4]([C:10]1[N:14]([O:15][CH2:16][C:17]2[CH:22]=[CH:21][CH:20]=[CH:19][CH:18]=2)[N:13]=[CH:12][CH:11]=1)[CH:5]([CH2:8][CH3:9])[CH2:6][CH3:7])=[N+]=[N-].O.C1(P(C2C=CC=CC=2)C2C=CC=CC=2)C=CC=CC=1. Product: [CH2:16]([O:15][N:14]1[C:10]([CH:4]([NH2:1])[CH:5]([CH2:8][CH3:9])[CH2:6][CH3:7])=[CH:11][CH:12]=[N:13]1)[C:17]1[CH:22]=[CH:21][CH:20]=[CH:19][CH:18]=1. The catalyst class is: 1. (2) Reactant: [CH3:1][C:2]1[C:3]([CH2:14][S:15]([C:17]2[NH:21][C:20]3[CH:22]=[CH:23][CH:24]=[CH:25][C:19]=3[N:18]=2)=[O:16])=[N:4][CH:5]=[CH:6][C:7]=1[O:8][CH2:9][C:10]([F:13])([F:12])[F:11].ClCCl.[CH2:29]=[O:30]. Product: [CH3:1][C:2]1[C:3]([CH2:14][S:15]([C:17]2[N:18]([CH2:29][OH:30])[C:19]3[CH:25]=[CH:24][CH:23]=[CH:22][C:20]=3[N:21]=2)=[O:16])=[N:4][CH:5]=[CH:6][C:7]=1[O:8][CH2:9][C:10]([F:13])([F:11])[F:12]. The catalyst class is: 777. (3) Product: [CH3:48][C:41]1[C:42]2[O:46][CH2:45][CH2:44][C:43]=2[CH:47]=[C:39]([C:37]([C:33]2[N:34]=[CH:35][N:36]=[C:31]([NH:11][C:12]3[CH:13]=[C:14]4[C:27](=[CH:28][CH:29]=3)[CH2:26][C:16]3([C:24]5[C:19](=[N:20][CH:21]=[CH:22][CH:23]=5)[NH:18][C:17]3=[O:25])[CH2:15]4)[CH:32]=2)=[O:38])[CH:40]=1. The catalyst class is: 709. Reactant: C1(S(O)(=O)=O)C=CC=CC=1.[NH2:11][C:12]1[CH:13]=[C:14]2[C:27](=[CH:28][CH:29]=1)[CH2:26][C:16]1([C:24]3[C:19](=[N:20][CH:21]=[CH:22][CH:23]=3)[NH:18][C:17]1=[O:25])[CH2:15]2.Cl[C:31]1[N:36]=[CH:35][N:34]=[C:33]([C:37]([C:39]2[CH:40]=[C:41]([CH3:48])[C:42]3[O:46][CH2:45][CH2:44][C:43]=3[CH:47]=2)=[O:38])[CH:32]=1. (4) Reactant: Cl[CH2:2][C:3]1[S:4][CH:5]=[CH:6][C:7]=1[S:8]([N:11]([CH3:26])[C:12]1[CH:13]=[CH:14][CH:15]=[C:16]2[C:20]=1[NH:19][C:18]([C:21]1[S:22][CH:23]=[CH:24][N:25]=1)=[CH:17]2)(=[O:10])=[O:9].C(=O)([O-])[O-].[K+].[K+].[SH:33][CH2:34][C:35]([O:37][CH3:38])=[O:36].O. Product: [CH3:26][N:11]([C:12]1[CH:13]=[CH:14][CH:15]=[C:16]2[C:20]=1[NH:19][C:18]([C:21]1[S:22][CH:23]=[CH:24][N:25]=1)=[CH:17]2)[S:8]([C:7]1[CH:6]=[CH:5][S:4][C:3]=1[CH2:2][S:33][CH2:34][C:35]([O:37][CH3:38])=[O:36])(=[O:10])=[O:9]. The catalyst class is: 9.